This data is from Full USPTO retrosynthesis dataset with 1.9M reactions from patents (1976-2016). The task is: Predict the reactants needed to synthesize the given product. (1) The reactants are: [F:1][C:2]1[CH:3]=[C:4]([CH2:9][C:10]([C:12]2[CH:17]=[C:16]([F:18])[C:15]([F:19])=[C:14]([F:20])[CH:13]=2)=[O:11])[CH:5]=[C:6]([F:8])[CH:7]=1.C1C(=O)N(Br)C(=[O:24])C1. Given the product [F:1][C:2]1[CH:3]=[C:4]([C:9](=[O:24])[C:10]([C:12]2[CH:17]=[C:16]([F:18])[C:15]([F:19])=[C:14]([F:20])[CH:13]=2)=[O:11])[CH:5]=[C:6]([F:8])[CH:7]=1, predict the reactants needed to synthesize it. (2) Given the product [Cl:58][C:52]1[CH:51]=[C:50]([C:47]2[CH:48]=[CH:49][N:45]([CH2:44][C@@H:43]([NH:42][C:6]([C:3]3[CH:4]=[CH:5][NH:1][N:2]=3)=[O:8])[CH3:59])[N:46]=2)[CH:57]=[CH:56][C:53]=1[C:54]#[N:55], predict the reactants needed to synthesize it. The reactants are: [NH:1]1[CH:5]=[CH:4][C:3]([C:6]([OH:8])=O)=[N:2]1.CCN(C(C)C)C(C)C.CN(C(ON1N=NC2C1=CC=CC=2)=[N+](C)C)C.F[P-](F)(F)(F)(F)F.[NH2:42][C@@H:43]([CH3:59])[CH2:44][N:45]1[CH:49]=[CH:48][C:47]([C:50]2[CH:57]=[CH:56][C:53]([C:54]#[N:55])=[C:52]([Cl:58])[CH:51]=2)=[N:46]1.